This data is from Catalyst prediction with 721,799 reactions and 888 catalyst types from USPTO. The task is: Predict which catalyst facilitates the given reaction. (1) Reactant: [Cl:1][C:2]1[CH:10]=[C:9]2[C:5]([C:6]([C:11](=[O:16])C(F)(F)F)=[CH:7][NH:8]2)=[CH:4][CH:3]=1.C(=O)([O-])[O-].[K+].[K+].I[CH2:24][CH3:25].[OH-:26].[Na+]. Product: [Cl:1][C:2]1[CH:10]=[C:9]2[C:5]([C:6]([C:11]([OH:16])=[O:26])=[CH:7][N:8]2[CH2:24][CH3:25])=[CH:4][CH:3]=1. The catalyst class is: 9. (2) Reactant: [C:1]12([CH2:11][O:12][C:13]3[CH:14]=[C:15]([CH2:19][CH2:20][NH:21][CH2:22][C@@H:23]([C:25]4[CH:34]=[CH:33][C:32]([O:35]CC5C=CC=CC=5)=[C:31]5[C:26]=4[CH:27]=[CH:28][C:29](=[O:43])[NH:30]5)[OH:24])[CH:16]=[CH:17][CH:18]=3)[CH2:10][CH:5]3[CH2:6][CH:7]([CH2:9][CH:3]([CH2:4]3)[CH2:2]1)[CH2:8]2.Cl. Product: [C:1]12([CH2:11][O:12][C:13]3[CH:14]=[C:15]([CH2:19][CH2:20][NH:21][CH2:22][C@@H:23]([C:25]4[CH:34]=[CH:33][C:32]([OH:35])=[C:31]5[C:26]=4[CH:27]=[CH:28][C:29](=[O:43])[NH:30]5)[OH:24])[CH:16]=[CH:17][CH:18]=3)[CH2:10][CH:5]3[CH2:4][CH:3]([CH2:9][CH:7]([CH2:6]3)[CH2:8]1)[CH2:2]2. The catalyst class is: 541. (3) Reactant: [I:1][C:2]1[CH:7]=[CH:6][CH:5]=[CH:4][N:3]=1.[CH3:8][N:9]1[C:13]2[CH:14]=[CH:15][CH:16]=[CH:17][C:12]=2[N:11]=[CH:10]1. Product: [I-:1].[CH3:8][N+:9]1[C:13]2[CH:14]=[CH:15][CH:16]=[CH:17][C:12]=2[N:11]([C:2]2[CH:7]=[CH:6][CH:5]=[CH:4][N:3]=2)[CH:10]=1. The catalyst class is: 21. (4) Reactant: [CH3:1][O:2][C:3]1[CH:4]=[C:5]2[C:10](=[CH:11][CH:12]=1)[C:9](=[O:13])[CH:8]([CH2:14][C:15]([O:17][CH2:18][CH3:19])=[O:16])[CH2:7][CH2:6]2.[H-].[Na+].[F:22][C:23]([F:27])([F:26])[CH2:24]I. Product: [CH3:1][O:2][C:3]1[CH:4]=[C:5]2[C:10](=[CH:11][CH:12]=1)[C:9](=[O:13])[C:8]([CH2:14][C:15]([O:17][CH2:18][CH3:19])=[O:16])([CH2:24][C:23]([F:27])([F:26])[F:22])[CH2:7][CH2:6]2. The catalyst class is: 3. (5) Reactant: [CH:1]1([NH:7][C:8]([C:10]2[N:11]([C:16]3[CH:21]=[CH:20][C:19]([O:22]C)=[CH:18][CH:17]=3)[N:12]=[C:13]([CH3:15])[CH:14]=2)=[O:9])[CH2:6][CH2:5][CH2:4][CH2:3][CH2:2]1.B(Br)(Br)Br. Product: [CH:1]1([NH:7][C:8]([C:10]2[N:11]([C:16]3[CH:21]=[CH:20][C:19]([OH:22])=[CH:18][CH:17]=3)[N:12]=[C:13]([CH3:15])[CH:14]=2)=[O:9])[CH2:2][CH2:3][CH2:4][CH2:5][CH2:6]1. The catalyst class is: 2. (6) Reactant: [Cl:1][C:2]1[CH:10]=[C:6]([C:7]([OH:9])=O)[C:5]([OH:11])=[CH:4][CH:3]=1.[NH2:12][C:13]1[S:14][C:15]([C:22](=[O:27])[C:23]([CH3:26])([CH3:25])[CH3:24])=[C:16]([C:18]([CH3:21])([CH3:20])[CH3:19])[N:17]=1. Product: [Cl:1][C:2]1[CH:3]=[CH:4][C:5]([OH:11])=[C:6]([CH:10]=1)[C:7]([NH:12][C:13]1[S:14][C:15]([C:22](=[O:27])[C:23]([CH3:26])([CH3:25])[CH3:24])=[C:16]([C:18]([CH3:20])([CH3:21])[CH3:19])[N:17]=1)=[O:9]. The catalyst class is: 159. (7) Reactant: [Cl:1]N1C(=O)CCC1=O.[CH3:9][C:10]1[C:11]([NH:15][C:16](=[O:21])[C:17]([F:20])([F:19])[F:18])=[CH:12][S:13][CH:14]=1. Product: [Cl:1][C:12]1[S:13][CH:14]=[C:10]([CH3:9])[C:11]=1[NH:15][C:16](=[O:21])[C:17]([F:20])([F:18])[F:19]. The catalyst class is: 15. (8) Reactant: [Cl:1][C:2]1[CH:3]=[CH:4][C:5](=[O:8])[NH:6][N:7]=1.[F:9][C:10]([F:18])(S(F)(=O)=O)C(O)=O. Product: [Cl:1][C:2]1[N:7]=[N:6][C:5]([O:8][CH:10]([F:18])[F:9])=[CH:4][CH:3]=1. The catalyst class is: 115.